From a dataset of Catalyst prediction with 721,799 reactions and 888 catalyst types from USPTO. Predict which catalyst facilitates the given reaction. (1) Reactant: Cl.[N+:2]([C:5]1[CH:30]=[CH:29][C:8]([C:9]([O:11][C@H:12]2[C:16]3[N:17]=[CH:18][N:19]=[C:20]([N:21]4[CH2:27][CH2:26][CH2:25][NH:24][CH2:23][CH2:22]4)[C:15]=3[C@H:14]([CH3:28])[CH2:13]2)=[O:10])=[CH:7][CH:6]=1)([O-:4])=[O:3].[C:31]([O:35][C:36]([N:38]([CH:51]([CH3:53])[CH3:52])[CH2:39][CH:40]([C:44]1[CH:49]=[CH:48][C:47]([Cl:50])=[CH:46][CH:45]=1)[C:41](O)=[O:42])=[O:37])([CH3:34])([CH3:33])[CH3:32].C(N(CC)C(C)C)(C)C.CN(C(ON1N=NC2C=CC=CC1=2)=[N+](C)C)C.F[P-](F)(F)(F)(F)F. Product: [N+:2]([C:5]1[CH:6]=[CH:7][C:8]([C:9]([O:11][C@H:12]2[C:16]3[N:17]=[CH:18][N:19]=[C:20]([N:21]4[CH2:27][CH2:26][CH2:25][N:24]([C:41](=[O:42])[C@@H:40]([C:44]5[CH:45]=[CH:46][C:47]([Cl:50])=[CH:48][CH:49]=5)[CH2:39][N:38]([C:36]([O:35][C:31]([CH3:32])([CH3:33])[CH3:34])=[O:37])[CH:51]([CH3:52])[CH3:53])[CH2:23][CH2:22]4)[C:15]=3[C@H:14]([CH3:28])[CH2:13]2)=[O:10])=[CH:29][CH:30]=1)([O-:4])=[O:3]. The catalyst class is: 4. (2) Reactant: [Cl:1][C:2]1[CH:7]=[CH:6][C:5]([NH:8][C:9]2[C:10]([CH3:19])=[C:11]([CH:16]=[CH:17][CH:18]=2)[C:12]([O:14][CH3:15])=[O:13])=[C:4]([NH:20][C:21]([C@H:23]2[CH2:27][CH2:26][CH2:25][O:24]2)=O)[CH:3]=1. Product: [Cl:1][C:2]1[CH:7]=[CH:6][C:5]2[N:8]([C:9]3[C:10]([CH3:19])=[C:11]([CH:16]=[CH:17][CH:18]=3)[C:12]([O:14][CH3:15])=[O:13])[C:21]([C@H:23]3[CH2:27][CH2:26][CH2:25][O:24]3)=[N:20][C:4]=2[CH:3]=1. The catalyst class is: 6. (3) Reactant: C([O:5][C:6]([CH:8]=[CH:9][C:10]1[CH:19]=[CH:18][C:13]([C:14]([O:16][CH3:17])=[O:15])=[CH:12][CH:11]=1)=[O:7])(C)(C)C. Product: [C:6]([CH:8]=[CH:9][C:10]1[CH:19]=[CH:18][C:13]([C:14]([O:16][CH3:17])=[O:15])=[CH:12][CH:11]=1)([OH:7])=[O:5]. The catalyst class is: 34. (4) The catalyst class is: 3. Product: [Br:8][C:9]1[CH:10]=[CH:11][C:12]([C:15]2[C:19]3[CH2:20][N:21]([S:32]([CH3:31])(=[O:34])=[O:33])[CH2:22][CH2:23][C:18]=3[NH:17][N:16]=2)=[CH:13][CH:14]=1. Reactant: FC(F)(F)C([O-])=O.[Br:8][C:9]1[CH:14]=[CH:13][C:12]([C:15]2[C:19]3[CH2:20][NH:21][CH2:22][CH2:23][C:18]=3[NH2+:17][N:16]=2)=[CH:11][CH:10]=1.CCN(CC)CC.[CH3:31][S:32](Cl)(=[O:34])=[O:33].